The task is: Predict the product of the given reaction.. This data is from Forward reaction prediction with 1.9M reactions from USPTO patents (1976-2016). (1) Given the reactants Br[CH2:2][CH:3]1[O:8][C:7]2[CH:9]=[C:10]([S:14]([CH3:17])(=[O:16])=[O:15])[CH:11]=[C:12]([F:13])[C:6]=2[CH2:5][O:4]1.[NH:18]1[CH2:21][CH2:20][CH2:19]1, predict the reaction product. The product is: [F:13][C:12]1[C:6]2[CH2:5][O:4][CH:3]([CH2:2][N:18]3[CH2:21][CH2:20][CH2:19]3)[O:8][C:7]=2[CH:9]=[C:10]([S:14]([CH3:17])(=[O:16])=[O:15])[CH:11]=1. (2) Given the reactants [CH2:1]([N:8]([CH3:33])[C:9]1[CH:14]=[CH:13][C:12]([C:15]([CH3:29])([CH2:23]OS(C)(=O)=O)[C:16]([N:18]2[CH2:22][CH2:21][CH2:20][CH2:19]2)=[O:17])=[CH:11][C:10]=1[N+:30]([O-:32])=[O:31])[C:2]1[CH:7]=[CH:6][CH:5]=[CH:4][CH:3]=1.[N-:34]=[N+:35]=[N-:36].[Na+], predict the reaction product. The product is: [CH2:1]([N:8]([CH3:33])[C:9]1[CH:14]=[CH:13][C:12]([C:15]([CH3:29])([CH2:23][N:34]=[N+:35]=[N-:36])[C:16]([N:18]2[CH2:19][CH2:20][CH2:21][CH2:22]2)=[O:17])=[CH:11][C:10]=1[N+:30]([O-:32])=[O:31])[C:2]1[CH:3]=[CH:4][CH:5]=[CH:6][CH:7]=1. (3) Given the reactants C[O:2][C:3]1[CH:4]=[CH:5][C:6]2[O:10][C:9]([C:11]3[CH:16]=[CH:15][C:14]([O:17]C)=[CH:13][CH:12]=3)=[CH:8][C:7]=2[C:19]=1[CH3:20].Cl.N1C=CC=CC=1.Cl, predict the reaction product. The product is: [OH:17][C:14]1[CH:15]=[CH:16][C:11]([C:9]2[O:10][C:6]3[CH:5]=[CH:4][C:3]([OH:2])=[C:19]([CH3:20])[C:7]=3[CH:8]=2)=[CH:12][CH:13]=1. (4) Given the reactants Cl[C:2]1[C:7]([N:8]=[C:9]=[S:10])=[CH:6][CH:5]=[CH:4][N:3]=1.[Br:11][C:12]1[C:13]([NH2:18])=[N:14][CH:15]=[CH:16][CH:17]=1, predict the reaction product. The product is: [Br:11][C:12]1[C:13]([NH:18][C:9]2[S:10][C:2]3[C:7]([N:8]=2)=[CH:6][CH:5]=[CH:4][N:3]=3)=[N:14][CH:15]=[CH:16][CH:17]=1. (5) Given the reactants Br[C:2]1[C:3]([C:16]2[CH:21]=[CH:20][CH:19]=[CH:18][CH:17]=2)=[N:4][C:5]2[C:10]([N:11]=1)=[CH:9][C:8]([C:12]([O:14]C)=[O:13])=[CH:7][CH:6]=2.[C:22]1([C:28]2[CH:33]=[CH:32][C:31](B(O)O)=[CH:30][CH:29]=2)[CH:27]=[CH:26][CH:25]=[CH:24][CH:23]=1, predict the reaction product. The product is: [C:16]1([C:3]2[C:2]([C:31]3[CH:32]=[CH:33][C:28]([C:22]4[CH:27]=[CH:26][CH:25]=[CH:24][CH:23]=4)=[CH:29][CH:30]=3)=[N:11][C:10]3[C:5](=[CH:6][CH:7]=[C:8]([C:12]([OH:14])=[O:13])[CH:9]=3)[N:4]=2)[CH:17]=[CH:18][CH:19]=[CH:20][CH:21]=1. (6) Given the reactants Cl[C:2]1[CH:7]=[CH:6][C:5]([N+:8]([O-])=O)=[C:4]([O:11][CH3:12])[CH:3]=1.[CH3:13][C@H:14]1[CH2:19][O:18][CH2:17][CH2:16][NH:15]1.C(=O)([O-])[O-].[Cs+].[Cs+].CC1(C)C2C(=C(P(C3C=CC=CC=3)C3C=CC=CC=3)C=CC=2)OC2C(P(C3C=CC=CC=3)C3C=CC=CC=3)=CC=CC1=2, predict the reaction product. The product is: [CH3:13][C@H:14]1[CH2:19][O:18][CH2:17][CH2:16][N:15]1[C:2]1[CH:7]=[CH:6][C:5]([NH2:8])=[C:4]([O:11][CH3:12])[CH:3]=1.